This data is from Reaction yield outcomes from USPTO patents with 853,638 reactions. The task is: Predict the reaction yield, written as a fraction of the theoretical maximum amount of product (1.0 means a 100% yield; for example, 0.34 means a 34% yield). (1) The reactants are Cl.[NH2:2][C@H:3]1[CH2:8][CH2:7][C@H:6]([OH:9])[CH2:5][CH2:4]1.C(N(CC)CC)C.[C:17](O[C:17]([O:19][C:20]([CH3:23])([CH3:22])[CH3:21])=[O:18])([O:19][C:20]([CH3:23])([CH3:22])[CH3:21])=[O:18].C(OCC)(=O)C. The catalyst is O1CCCC1. The product is [C:20]([O:19][C:17](=[O:18])[NH:2][CH:3]1[CH2:8][CH2:7][CH:6]([OH:9])[CH2:5][CH2:4]1)([CH3:23])([CH3:22])[CH3:21]. The yield is 0.970. (2) The reactants are [NH2:1][C:2]1[CH:9]=[CH:8][CH:7]=[C:6](Br)[C:3]=1[C:4]#[N:5].[O:11]1[CH2:15][CH2:14][CH:13]=[C:12]1[Sn](C)(C)C.[Cl-].[NH4+].[OH-].[NH4+]. The catalyst is C1(C)C=CC=CC=1.C1(P(C2C=CC=CC=2)C2C=CC=CC=2)C=CC=CC=1.C1(P(C2C=CC=CC=2)C2C=CC=CC=2)C=CC=CC=1.C1(P(C2C=CC=CC=2)C2C=CC=CC=2)C=CC=CC=1.C1(P(C2C=CC=CC=2)C2C=CC=CC=2)C=CC=CC=1.[Pd]. The product is [NH2:1][C:2]1[CH:9]=[CH:8][CH:7]=[C:6]([C:12]2[O:11][CH2:15][CH2:14][CH:13]=2)[C:3]=1[C:4]#[N:5]. The yield is 0.680. (3) The reactants are C[Si](C)(C)[N-][Si](C)(C)C.[Li+].[CH3:11][C:12]([C:14]1[CH:19]=[C:18]([Cl:20])[CH:17]=[CH:16][C:15]=1[OH:21])=[O:13].[C:22](=O)([O:26]CC)[O:23][CH2:24][CH3:25].Cl. The catalyst is C1COCC1. The product is [Cl:20][C:18]1[CH:17]=[CH:16][C:15]([OH:21])=[C:14]([C:12](=[O:13])[CH2:11][C:22]([O:23][CH2:24][CH3:25])=[O:26])[CH:19]=1. The yield is 0.450. (4) The reactants are [NH2:1][C:2]1[N:7]=[CH:6][C:5]([C:8]2[CH:9]=[C:10]([NH2:19])[C:11]([NH:14][C:15]([CH3:18])([CH3:17])[CH3:16])=[CH:12][CH:13]=2)=[CH:4][N:3]=1.[CH3:20][N:21]1[C:25]([CH3:26])=[C:24]([C:27]2[CH:28]=[CH:29][C:30]([N:35]3[CH:39]=[N:38][CH:37]=[N:36]3)=[C:31]([CH:34]=2)[CH:32]=O)[CH:23]=[N:22]1.OOS([O-])=O.[K+].S([O-])([O-])(=O)=S.[Na+].[Na+]. The catalyst is CN(C=O)C.O. The product is [C:15]([N:14]1[C:11]2[CH:12]=[CH:13][C:8]([C:5]3[CH:4]=[N:3][C:2]([NH2:1])=[N:7][CH:6]=3)=[CH:9][C:10]=2[N:19]=[C:32]1[C:31]1[CH:34]=[C:27]([C:24]2[CH:23]=[N:22][N:21]([CH3:20])[C:25]=2[CH3:26])[CH:28]=[CH:29][C:30]=1[N:35]1[CH:39]=[N:38][CH:37]=[N:36]1)([CH3:16])([CH3:18])[CH3:17]. The yield is 0.410. (5) The reactants are N(C(OC(C)C)=O)=NC(OC(C)C)=O.[OH:15][C:16]1[CH:21]=[CH:20][C:19](O)=[CH:18][C:17]=1[Cl:23].O[C@H:25]1[CH2:29][CH2:28][N:27](C(OC(C)(C)C)=O)[CH2:26]1.C1(P(C2C=CC=CC=2)C2C=CC=CC=2)C=CC=CC=1. The yield is 0.550. The catalyst is O1CCCC1. The product is [ClH:23].[Cl:23][C:17]1[CH:18]=[CH:19][CH:20]=[CH:21][C:16]=1[O:15][C@@H:25]1[CH2:29][CH2:28][NH:27][CH2:26]1. (6) The reactants are Cl.[CH3:2][NH:3][CH3:4].C[Al](C)C.[O:9]([C:16]1[CH:17]=[C:18]([N:22]([CH2:30][C:31]2[CH:32]=[C:33]([CH:38]=[CH:39][CH:40]=2)[C:34](OC)=[O:35])[CH2:23][CH:24]([OH:29])[C:25]([F:28])([F:27])[F:26])[CH:19]=[CH:20][CH:21]=1)[C:10]1[CH:15]=[CH:14][CH:13]=[CH:12][CH:11]=1.CN([Al]CCl)C. The catalyst is C1(C)C=CC=CC=1.C(OCC)(=O)C. The product is [CH3:2][N:3]([CH3:4])[C:34](=[O:35])[C:33]1[CH:38]=[CH:39][CH:40]=[C:31]([CH2:30][N:22]([C:18]2[CH:19]=[CH:20][CH:21]=[C:16]([O:9][C:10]3[CH:15]=[CH:14][CH:13]=[CH:12][CH:11]=3)[CH:17]=2)[CH2:23][CH:24]([OH:29])[C:25]([F:28])([F:27])[F:26])[CH:32]=1. The yield is 0.910. (7) The reactants are [Br-].[CH2:2]([N+:9]1[CH:14]=[C:13]([CH2:15][OH:16])[CH:12]=[C:11]([C:17]2[CH:22]=[C:21]([CH2:23][O:24][CH2:25][O:26][CH3:27])[CH:20]=[C:19]([O:28][CH3:29])[N:18]=2)[CH:10]=1)[C:3]1[CH:8]=[CH:7][CH:6]=[CH:5][CH:4]=1.C(N(CC)CC)C.[H][H]. The catalyst is CO.O=[Pt]=O. The product is [CH2:2]([N:9]1[CH2:14][CH:13]([CH2:15][OH:16])[CH2:12][CH:11]([C:17]2[CH:22]=[C:21]([CH2:23][O:24][CH2:25][O:26][CH3:27])[CH:20]=[C:19]([O:28][CH3:29])[N:18]=2)[CH2:10]1)[C:3]1[CH:8]=[CH:7][CH:6]=[CH:5][CH:4]=1. The yield is 0.670. (8) The reactants are C(OC([N:8]1[CH2:17][CH2:16][C:15]2[C:10](=[CH:11][CH:12]=[C:13]([O:18][C:19]3[CH:24]=[CH:23][C:22]([C:25](=[O:27])[NH2:26])=[CH:21][CH:20]=3)[CH:14]=2)[CH2:9]1)=O)(C)(C)C.C(O)(C(F)(F)F)=O.C([O-])([O-])=O.[K+].[K+]. The catalyst is C(Cl)Cl. The product is [CH2:9]1[C:10]2[C:15](=[CH:14][C:13]([O:18][C:19]3[CH:24]=[CH:23][C:22]([C:25]([NH2:26])=[O:27])=[CH:21][CH:20]=3)=[CH:12][CH:11]=2)[CH2:16][CH2:17][NH:8]1. The yield is 0.710. (9) The reactants are [NH2:1][C:2]([CH2:21][OH:22])([CH2:5][CH2:6][C:7]1[CH:12]=[CH:11][C:10]([CH2:13][CH2:14][CH2:15][CH2:16][CH2:17][CH2:18][CH2:19][CH3:20])=[CH:9][CH:8]=1)[CH2:3][OH:4].[CH2:23](C(CC)(CC)C([O-])([O-])[O-])[CH3:24].CCN(C(C)C)C(C)C. The catalyst is CN(C=O)C. The product is [CH3:23][C:24]1[O:22][CH2:21][C:2]([CH2:3][OH:4])([CH2:5][CH2:6][C:7]2[CH:8]=[CH:9][C:10]([CH2:13][CH2:14][CH2:15][CH2:16][CH2:17][CH2:18][CH2:19][CH3:20])=[CH:11][CH:12]=2)[N:1]=1. The yield is 0.910. (10) The catalyst is C(Cl)Cl. The yield is 0.460. The reactants are [CH:1]1([NH:4][C:5]([NH:7][C:8]2[CH:13]=[CH:12][C:11]([O:14][C:15]3[CH:20]=[CH:19][N:18]=[C:17]4[CH:21]=[C:22]([C:24]5[CH:29]=[CH:28][C:27]([CH:30]=O)=[CH:26][N:25]=5)[S:23][C:16]=34)=[C:10]([F:32])[CH:9]=2)=[O:6])[CH2:3][CH2:2]1.[CH3:33][O:34][CH2:35][C@@H:36]([NH2:38])[CH3:37].C(O)(=O)C.[BH-](OC(C)=O)(OC(C)=O)OC(C)=O.[Na+]. The product is [CH:1]1([NH:4][C:5]([NH:7][C:8]2[CH:13]=[CH:12][C:11]([O:14][C:15]3[CH:20]=[CH:19][N:18]=[C:17]4[CH:21]=[C:22]([C:24]5[CH:29]=[CH:28][C:27]([CH2:30][NH:38][C@@H:36]([CH3:37])[CH2:35][O:34][CH3:33])=[CH:26][N:25]=5)[S:23][C:16]=34)=[C:10]([F:32])[CH:9]=2)=[O:6])[CH2:3][CH2:2]1.